Task: Regression. Given two drug SMILES strings and cell line genomic features, predict the synergy score measuring deviation from expected non-interaction effect.. Dataset: NCI-60 drug combinations with 297,098 pairs across 59 cell lines (1) Drug 1: CC12CCC(CC1=CCC3C2CCC4(C3CC=C4C5=CN=CC=C5)C)O. Drug 2: CC(C)NC(=O)C1=CC=C(C=C1)CNNC.Cl. Cell line: OVCAR-8. Synergy scores: CSS=12.1, Synergy_ZIP=9.18, Synergy_Bliss=15.1, Synergy_Loewe=10.2, Synergy_HSA=13.7. (2) Drug 1: C1=CC(=CC=C1CCC2=CNC3=C2C(=O)NC(=N3)N)C(=O)NC(CCC(=O)O)C(=O)O. Drug 2: N.N.Cl[Pt+2]Cl. Cell line: HCT116. Synergy scores: CSS=48.2, Synergy_ZIP=4.07, Synergy_Bliss=2.55, Synergy_Loewe=-23.5, Synergy_HSA=1.26. (3) Drug 1: CC1=C(C=C(C=C1)NC2=NC=CC(=N2)N(C)C3=CC4=NN(C(=C4C=C3)C)C)S(=O)(=O)N.Cl. Drug 2: CCN(CC)CCCC(C)NC1=C2C=C(C=CC2=NC3=C1C=CC(=C3)Cl)OC. Cell line: MCF7. Synergy scores: CSS=33.0, Synergy_ZIP=9.77, Synergy_Bliss=8.28, Synergy_Loewe=-3.43, Synergy_HSA=5.68. (4) Drug 1: CC12CCC(CC1=CCC3C2CCC4(C3CC=C4C5=CN=CC=C5)C)O. Drug 2: CC1=C2C(C(=O)C3(C(CC4C(C3C(C(C2(C)C)(CC1OC(=O)C(C(C5=CC=CC=C5)NC(=O)C6=CC=CC=C6)O)O)OC(=O)C7=CC=CC=C7)(CO4)OC(=O)C)O)C)OC(=O)C. Cell line: MCF7. Synergy scores: CSS=51.7, Synergy_ZIP=11.3, Synergy_Bliss=11.1, Synergy_Loewe=-1.78, Synergy_HSA=12.6.